Predict the reaction yield, written as a fraction of the theoretical maximum amount of product (1.0 means a 100% yield; for example, 0.34 means a 34% yield). From a dataset of Reaction yield outcomes from USPTO patents with 853,638 reactions. (1) The reactants are [NH2:1][C:2]([CH3:8])([CH3:7])[CH2:3][C:4]([OH:6])=[O:5].[CH2:9]([N:16]=[C:17]=[O:18])[C:10]1[CH:15]=[CH:14][CH:13]=[CH:12][CH:11]=1. The catalyst is C1COCC1.C(OCC)(=O)C. The product is [CH2:9]([NH:16][C:17](=[O:18])[NH:1][C:2]([CH3:8])([CH3:7])[CH2:3][C:4]([OH:6])=[O:5])[C:10]1[CH:15]=[CH:14][CH:13]=[CH:12][CH:11]=1. The yield is 0.670. (2) The reactants are [CH2:1]([C:9]1[CH:15]=[CH:14][C:12]([NH2:13])=[CH:11][CH:10]=1)[CH2:2][CH2:3][CH2:4][CH2:5][CH2:6][CH2:7][CH3:8].[CH3:16][C:17]1([CH3:24])[O:22][CH2:21][C:20](=O)[CH2:19][O:18]1.[BH-](OC(C)=O)(OC(C)=O)OC(C)=O.[Na+].CC(O)=O. The catalyst is ClCCCl.CCOCC. The product is [CH3:16][C:17]1([CH3:24])[O:22][CH2:21][CH:20]([NH:13][C:12]2[CH:11]=[CH:10][C:9]([CH2:1][CH2:2][CH2:3][CH2:4][CH2:5][CH2:6][CH2:7][CH3:8])=[CH:15][CH:14]=2)[CH2:19][O:18]1. The yield is 0.630. (3) The reactants are [CH3:1][C:2]1[CH:7]=[C:6]([CH3:8])[NH:5][C:4](=[O:9])[C:3]=1[CH2:10][NH:11][C:12]([C:14]1[C:15]2[CH:28]=[N:27][N:26]([CH:29]([CH3:31])[CH3:30])[C:16]=2[N:17]=[C:18]([C:20]2[CH2:21][CH2:22][NH:23][CH2:24][CH:25]=2)[CH:19]=1)=[O:13].O=[C:33]1[CH2:38][CH2:37][N:36]([C:39]([O:41][C:42]([CH3:45])([CH3:44])[CH3:43])=[O:40])[CH2:35][CH2:34]1.C(O)(=O)C.[BH3-]C#N.[Na+]. The catalyst is CO. The product is [CH3:1][C:2]1[CH:7]=[C:6]([CH3:8])[NH:5][C:4](=[O:9])[C:3]=1[CH2:10][NH:11][C:12]([C:14]1[CH:19]=[C:18]([C:20]2[CH2:21][CH2:22][N:23]([CH:33]3[CH2:38][CH2:37][N:36]([C:39]([O:41][C:42]([CH3:45])([CH3:44])[CH3:43])=[O:40])[CH2:35][CH2:34]3)[CH2:24][CH:25]=2)[N:17]=[C:16]2[N:26]([CH:29]([CH3:31])[CH3:30])[N:27]=[CH:28][C:15]=12)=[O:13]. The yield is 0.345.